Dataset: hERG Central: cardiac toxicity at 1µM, 10µM, and general inhibition. Task: Predict hERG channel inhibition at various concentrations. The molecule is CCN(CC(=O)NCc1ccc(Cl)cc1)C(=O)COc1ccc(Cl)cc1Br. Results: hERG_inhib (hERG inhibition (general)): blocker.